This data is from Full USPTO retrosynthesis dataset with 1.9M reactions from patents (1976-2016). The task is: Predict the reactants needed to synthesize the given product. (1) Given the product [CH3:1][C:2]1([CH3:26])[CH2:7][CH:6]([N:8]2[CH2:9][CH2:10][N:11]([CH3:14])[CH2:12][CH2:13]2)[CH2:5][CH2:4][CH:3]1[NH2:15], predict the reactants needed to synthesize it. The reactants are: [CH3:1][C:2]1([CH3:26])[CH2:7][CH:6]([N:8]2[CH2:13][CH2:12][N:11]([CH3:14])[CH2:10][CH2:9]2)[CH2:5][CH2:4][CH:3]1[NH:15]C(=O)OCC1C=CC=CC=1. (2) Given the product [CH:10]([C:6]1[CH:5]=[C:4]([CH:9]=[CH:8][CH:7]=1)[NH2:1])=[CH2:11], predict the reactants needed to synthesize it. The reactants are: [N+:1]([C:4]1[CH:9]=[CH:8][CH:7]=[C:6]([CH:10]=[CH2:11])[CH:5]=1)([O-])=O.[O-]S(S([O-])=O)=O.[Na+].[Na+]. (3) Given the product [CH3:23][O:22][C:19](=[O:21])[CH2:20][CH:10]([C:6]1[CH:7]=[CH:8][CH:9]=[C:4]([N+:1]([O-:3])=[O:2])[CH:5]=1)[CH3:11], predict the reactants needed to synthesize it. The reactants are: [N+:1]([C:4]1[CH:5]=[C:6](/[C:10](=N/[S@@](C(C)(C)C)=O)/[CH3:11])[CH:7]=[CH:8][CH:9]=1)([O-:3])=[O:2].[C:19]([O:22][CH3:23])(=[O:21])[CH3:20]. (4) Given the product [Cl:1][C:2]1[CH:7]=[CH:6][C:5]([O:8][CH2:13][CH2:14][N:15]2[CH2:20][CH2:19][O:18][CH2:17][CH2:16]2)=[CH:4][C:3]=1[N+:9]([O-:11])=[O:10], predict the reactants needed to synthesize it. The reactants are: [Cl:1][C:2]1[CH:7]=[CH:6][C:5]([OH:8])=[CH:4][C:3]=1[N+:9]([O-:11])=[O:10].Cl[CH2:13][CH2:14][N:15]1[CH2:20][CH2:19][O:18][CH2:17][CH2:16]1.C([O-])([O-])=O.[Cs+].[Cs+]. (5) Given the product [CH2:8]([C:12]([CH3:4])([C:13](=[O:15])[CH3:14])[C:16](=[O:18])[CH3:17])[CH2:9][CH2:10][CH3:11], predict the reactants needed to synthesize it. The reactants are: [H-].[Na+].O1CCC[CH2:4]1.[CH2:8]([CH:12]([C:16](=[O:18])[CH3:17])[C:13](=[O:15])[CH3:14])[CH2:9][CH2:10][CH3:11].IC. (6) Given the product [Cl:1][C:2]1[CH:7]=[CH:6][C:5]([C:8]2[CH:13]=[CH:12][CH:11]=[C:10]([O:14][CH2:15][C:16]([OH:18])=[O:17])[CH:9]=2)=[CH:4][C:3]=1[C:21]([NH:23][CH2:24][C:25]12[CH2:34][CH:29]3[CH2:28][CH:27]([CH2:33][CH:31]([CH2:30]3)[CH2:32]1)[CH2:26]2)=[O:22], predict the reactants needed to synthesize it. The reactants are: [Cl:1][C:2]1[CH:7]=[CH:6][C:5]([C:8]2[CH:13]=[CH:12][CH:11]=[C:10]([O:14][CH2:15][C:16]([O:18]CC)=[O:17])[CH:9]=2)=[CH:4][C:3]=1[C:21]([NH:23][CH2:24][C:25]12[CH2:34][CH:29]3[CH2:30][CH:31]([CH2:33][CH:27]([CH2:28]3)[CH2:26]1)[CH2:32]2)=[O:22].[OH-].[K+].CO.